This data is from Forward reaction prediction with 1.9M reactions from USPTO patents (1976-2016). The task is: Predict the product of the given reaction. (1) Given the reactants [C:1]([O:5][C:6]([NH:8][C@H:9]([C:11]([OH:13])=O)[CH3:10])=[O:7])([CH3:4])([CH3:3])[CH3:2].Cl.CN(C)CCCN=C=NCC.C1C=NC2N(O)N=NC=2C=1.[F:36][C:37]1[CH:38]=[C:39]([NH:44][C:45]2[N:50]=[CH:49][CH:48]=[CH:47][N:46]=2)[C:40]([NH2:43])=[CH:41][CH:42]=1, predict the reaction product. The product is: [C:1]([O:5][C:6](=[O:7])[NH:8][C@H:9]([C:11](=[O:13])[NH:43][C:40]1[CH:41]=[CH:42][C:37]([F:36])=[CH:38][C:39]=1[NH:44][C:45]1[N:46]=[CH:47][CH:48]=[CH:49][N:50]=1)[CH3:10])([CH3:2])([CH3:3])[CH3:4]. (2) Given the reactants CO[C:3]([C:10]1[CH:15]=[CH:14][CH:13]=[CH:12][CH:11]=1)=[C:4](OC)[C:5]([OH:7])=[O:6].C(C(CCCC)[C:19](OC[CH:23]([CH2:25][OH:26])O)=[O:20])C.C1(C(C2C=CC=CC=2)=[CH:38][C:39]([O-:41])=O)C=CC=CC=1.CCCCC(COC(C(C#[N:74])=C(C1C=CC=CC=1)C1C=CC=CC=1)=O)CC.CCOC(C(C#N)=C(C1C=CC=CC=1)C1C=CC=CC=1)=O, predict the reaction product. The product is: [CH3:19][O:20][C:13]1[CH:12]=[CH:11][C:10](/[CH:3]=[CH:4]/[C:5]([OH:7])=[O:6])=[CH:15][CH:14]=1.[CH2:38]([NH:74][CH2:23][CH2:25][OH:26])[CH2:39][OH:41].